Task: Predict the reaction yield, written as a fraction of the theoretical maximum amount of product (1.0 means a 100% yield; for example, 0.34 means a 34% yield).. Dataset: Reaction yield outcomes from USPTO patents with 853,638 reactions (1) The reactants are [NH2:1][C@@H:2]([C:6]([OH:8])=[O:7])[C@H:3]([CH3:5])[OH:4].C([O-])(O)=O.[Na+].[CH2:14]([O:21][C:22](N1C=CC=CC1=O)=[O:23])[CH2:15][CH2:16][CH2:17][CH2:18][CH2:19][CH3:20]. The catalyst is O.C1COCC1. The product is [OH:4][C@@H:3]([CH3:5])[C@@H:2]([NH:1][C:22]([O:21][CH2:14][CH2:15][CH2:16][CH2:17][CH2:18][CH2:19][CH3:20])=[O:23])[C:6]([OH:8])=[O:7]. The yield is 0.910. (2) The reactants are Br[C:2]1[CH:7]=[CH:6][C:5]([C:8]([F:11])([F:10])[F:9])=[CH:4][C:3]=1[F:12].[F:13][C:14]([F:34])([F:33])[O:15][C:16]1[CH:21]=[CH:20][C:19]([N:22]2[CH2:26][CH2:25][C:24]3([CH2:31][CH2:30][NH:29][CH2:28][CH2:27]3)[C:23]2=[O:32])=[CH:18][CH:17]=1.CC(C)([O-])C.[Na+].C1(C)C=CC=CC=1. The catalyst is C(OCC)(=O)C.C1C=CC(/C=C/C(/C=C/C2C=CC=CC=2)=O)=CC=1.C1C=CC(/C=C/C(/C=C/C2C=CC=CC=2)=O)=CC=1.C1C=CC(/C=C/C(/C=C/C2C=CC=CC=2)=O)=CC=1.[Pd].[Pd].C1C=CC(P(C2C(C3C(P(C4C=CC=CC=4)C4C=CC=CC=4)=CC=C4C=3C=CC=C4)=C3C(C=CC=C3)=CC=2)C2C=CC=CC=2)=CC=1. The product is [F:12][C:3]1[CH:4]=[C:5]([C:8]([F:11])([F:10])[F:9])[CH:6]=[CH:7][C:2]=1[N:29]1[CH2:30][CH2:31][C:24]2([C:23](=[O:32])[N:22]([C:19]3[CH:18]=[CH:17][C:16]([O:15][C:14]([F:33])([F:13])[F:34])=[CH:21][CH:20]=3)[CH2:26][CH2:25]2)[CH2:27][CH2:28]1. The yield is 0.660. (3) The reactants are Br[C:2]1[CH:9]=[C:8]([N:10]2[C:18]3[CH2:17][C:16]([CH3:20])([CH3:19])[CH2:15][C:14](=[O:21])[C:13]=3[C:12]([CH3:22])=[CH:11]2)[CH:7]=[CH:6][C:3]=1[C:4]#[N:5].[NH2:23][CH:24]1[CH2:29][CH2:28][O:27][CH2:26][CH2:25]1.CC(C)([O-:33])C.[Na+]. The catalyst is C1(C)C=CC=CC=1.C([O-])(=O)C.[Pd+2].C([O-])(=O)C.C1(P(C2C=CC=CC=2)[C-]2C=CC=C2)C=CC=CC=1.[C-]1(P(C2C=CC=CC=2)C2C=CC=CC=2)C=CC=C1.[Fe+2]. The product is [O:27]1[CH2:28][CH2:29][CH:24]([NH:23][C:2]2[CH:9]=[C:8]([N:10]3[C:18]4[CH2:17][C:16]([CH3:20])([CH3:19])[CH2:15][C:14](=[O:21])[C:13]=4[C:12]([CH3:22])=[CH:11]3)[CH:7]=[CH:6][C:3]=2[C:4]([NH2:5])=[O:33])[CH2:25][CH2:26]1. The yield is 0.360.